This data is from Reaction yield outcomes from USPTO patents with 853,638 reactions. The task is: Predict the reaction yield, written as a fraction of the theoretical maximum amount of product (1.0 means a 100% yield; for example, 0.34 means a 34% yield). The reactants are [CH2:1]([C:3]1[N:4]=[C:5]([CH:15]2[CH2:20][CH2:19][NH:18][CH2:17][CH2:16]2)[N:6]([CH2:8][CH2:9][N:10]2[CH2:14][CH2:13][CH2:12][CH2:11]2)[CH:7]=1)[CH3:2].Cl[C:22]1[C:23]2[C@H:31]([CH3:32])[CH2:30][C:29](=[O:33])[NH:28][C:24]=2[N:25]=[CH:26][N:27]=1.C(N(CC)CC)C.[OH-].[Na+]. The catalyst is C(OCC)(=O)C.O.CN1CCCC1=O. The product is [CH2:1]([C:3]1[N:4]=[C:5]([CH:15]2[CH2:16][CH2:17][N:18]([C:22]3[C:23]4[C@H:31]([CH3:32])[CH2:30][C:29](=[O:33])[NH:28][C:24]=4[N:25]=[CH:26][N:27]=3)[CH2:19][CH2:20]2)[N:6]([CH2:8][CH2:9][N:10]2[CH2:14][CH2:13][CH2:12][CH2:11]2)[CH:7]=1)[CH3:2]. The yield is 0.650.